From a dataset of Reaction yield outcomes from USPTO patents with 853,638 reactions. Predict the reaction yield, written as a fraction of the theoretical maximum amount of product (1.0 means a 100% yield; for example, 0.34 means a 34% yield). (1) The reactants are [NH:1]1[CH2:5][CH2:4][CH2:3][CH:2]1[CH2:6][O:7][C:8]1[CH:13]=[CH:12][C:11]([C:14]([O:16][CH3:17])=[O:15])=[CH:10][N:9]=1.[Cl:18][C:19]1[CH:24]=[CH:23][CH:22]=[CH:21][C:20]=1[NH:25][C:26](=[O:40])[NH:27][C:28]1[CH:33]=[CH:32][C:31]([CH2:34][C:35](O)=[O:36])=[CH:30][C:29]=1[O:38][CH3:39].CCN=C=NCCCN(C)C.Cl. The catalyst is CN(C1C=CN=CC=1)C.CN(C=O)C. The product is [Cl:18][C:19]1[CH:24]=[CH:23][CH:22]=[CH:21][C:20]=1[NH:25][C:26](=[O:40])[NH:27][C:28]1[CH:33]=[CH:32][C:31]([CH2:34][C:35]([N:1]2[CH2:5][CH2:4][CH2:3][CH:2]2[CH2:6][O:7][C:8]2[CH:13]=[CH:12][C:11]([C:14]([O:16][CH3:17])=[O:15])=[CH:10][N:9]=2)=[O:36])=[CH:30][C:29]=1[O:38][CH3:39]. The yield is 0.690. (2) The reactants are [CH3:1][N:2]1[C@@H:19]2[CH2:20][C:7]3[CH:8]=[CH:9][C:10]([O:22][CH3:23])=[C:11]4[O:12][C@H:13]5[C:14]([CH2:16][CH2:17][C@:18]2([OH:21])[C@:5]5([C:6]=34)[CH2:4][CH2:3]1)=[O:15].[ClH:24].CC(O)C. The catalyst is O.C(O)(=O)C. The yield is 0.930. The product is [CH3:1][N:2]1[C@@H:19]2[CH2:20][C:7]3[CH:8]=[CH:9][C:10]([O:22][CH3:23])=[C:11]4[O:12][C@H:13]5[C:14]([CH2:16][CH2:17][C@:18]2([OH:21])[C@:5]5([C:6]=34)[CH2:4][CH2:3]1)=[O:15].[ClH:24]. (3) The reactants are Br[C:2]1[CH:3]=[C:4]([N+:10]([O-:12])=[O:11])[C:5](=[O:9])[N:6]([CH3:8])[CH:7]=1.[CH3:13][C:14]1([CH3:30])[C:18]([CH3:20])([CH3:19])[O:17][B:16]([B:16]2[O:17][C:18]([CH3:20])([CH3:19])[C:14]([CH3:30])([CH3:13])[O:15]2)[O:15]1.C([O-])(=O)C.[K+].C(Cl)Cl. The catalyst is C1C=CC(P(C2C=CC=CC=2)[C-]2C=CC=C2)=CC=1.C1C=CC(P(C2C=CC=CC=2)[C-]2C=CC=C2)=CC=1.Cl[Pd]Cl.[Fe+2].O1CCOCC1. The product is [CH3:8][N:6]1[CH:7]=[C:2]([B:16]2[O:17][C:18]([CH3:20])([CH3:19])[C:14]([CH3:30])([CH3:13])[O:15]2)[CH:3]=[C:4]([N+:10]([O-:12])=[O:11])[C:5]1=[O:9]. The yield is 0.730.